This data is from Reaction yield outcomes from USPTO patents with 853,638 reactions. The task is: Predict the reaction yield, written as a fraction of the theoretical maximum amount of product (1.0 means a 100% yield; for example, 0.34 means a 34% yield). (1) The catalyst is COCCOC.O. The product is [F:21][C:13]1[CH:14]=[C:15]([N+:18]([O-:20])=[O:19])[CH:16]=[CH:17][C:12]=1[O:11][C:8]1[CH:7]=[CH:6][N:5]=[C:4]2[CH:3]=[C:2]([C:27]3[CH:28]=[CH:29][C:24]([CH2:23][OH:22])=[CH:25][CH:26]=3)[S:10][C:9]=12. The yield is 0.820. The reactants are Br[C:2]1[S:10][C:9]2[C:4](=[N:5][CH:6]=[CH:7][C:8]=2[O:11][C:12]2[CH:17]=[CH:16][C:15]([N+:18]([O-:20])=[O:19])=[CH:14][C:13]=2[F:21])[CH:3]=1.[OH:22][CH2:23][C:24]1[CH:29]=[CH:28][C:27](B(O)O)=[CH:26][CH:25]=1.C([O-])(O)=O.[Na+].[F-].[Cs+]. (2) The reactants are Cl[C:2](Cl)([O:4]C(=O)OC(Cl)(Cl)Cl)Cl.[NH2:13][C:14]1[C:30]([F:31])=[CH:29][CH:28]=[CH:27][C:15]=1[C:16]([NH:18][C:19]1[CH:24]=[CH:23][CH:22]=[C:21]([Br:25])[C:20]=1[Cl:26])=[O:17].O. The catalyst is C1COCC1. The product is [Br:25][C:21]1[C:20]([Cl:26])=[C:19]([N:18]2[C:16](=[O:17])[C:15]3[C:14](=[C:30]([F:31])[CH:29]=[CH:28][CH:27]=3)[NH:13][C:2]2=[O:4])[CH:24]=[CH:23][CH:22]=1. The yield is 0.850.